This data is from Full USPTO retrosynthesis dataset with 1.9M reactions from patents (1976-2016). The task is: Predict the reactants needed to synthesize the given product. Given the product [N+:24]([C:23]1[C:22]([O:14][CH2:13][C@@:11]2([CH3:15])[CH2:10][O:9][C:8]([CH3:16])([CH3:7])[O:12]2)=[CH:21][CH:20]=[CH:19][C:18]=1[OH:4])([O-:26])=[O:25], predict the reactants needed to synthesize it. The reactants are: CC(C)([O-:4])C.[K+].[CH3:7][C:8]1([CH3:16])[O:12][C@:11]([CH3:15])([CH2:13][OH:14])[CH2:10][O:9]1.F[C:18]1[CH:19]=[C:20](O)[CH:21]=[CH:22][C:23]=1[N+:24]([O-:26])=[O:25].O.